This data is from hERG Central: cardiac toxicity at 1µM, 10µM, and general inhibition. The task is: Predict hERG channel inhibition at various concentrations. (1) The molecule is O=C(Nc1ccccc1N1CCCC1)C1CCN(C(=O)c2ccc(Cl)cc2)CC1. Results: hERG_inhib (hERG inhibition (general)): blocker. (2) The molecule is Cc1ccc(C(C(=O)NC(C)(C)C)N(CCCN2CCOCC2)C(=O)c2ccc(-c3ccccc3)[nH]2)o1. Results: hERG_inhib (hERG inhibition (general)): blocker. (3) Results: hERG_inhib (hERG inhibition (general)): blocker. The molecule is CN1CCN(Cc2ccccc2Sc2ccccc2)CC1.O=C(O)/C=C\C(=O)O. (4) The drug is CCc1ccc(-c2cn3nc(C)c(C)nc3n2)cc1. Results: hERG_inhib (hERG inhibition (general)): blocker. (5) The compound is CN(Cc1nc2ccccc2s1)C(=O)c1ccc(F)cc1. Results: hERG_inhib (hERG inhibition (general)): blocker. (6) The molecule is CC1CCCCN1CCNC(=O)CCc1nnc2n(Cc3ccccc3)c(=O)c3ccccc3n12. Results: hERG_inhib (hERG inhibition (general)): blocker. (7) The molecule is COCCN(Cc1ccccc1)C(=O)c1cccc(S(=O)(=O)N2CCN(c3ccccc3)CC2)c1. Results: hERG_inhib (hERG inhibition (general)): blocker.